Dataset: Reaction yield outcomes from USPTO patents with 853,638 reactions. Task: Predict the reaction yield, written as a fraction of the theoretical maximum amount of product (1.0 means a 100% yield; for example, 0.34 means a 34% yield). (1) The catalyst is C(Cl)Cl. The product is [F:1][C:2]1[CH:7]=[CH:6][C:5]([CH:8]([C:12]2[CH:17]=[CH:16][C:15]([F:18])=[CH:14][CH:13]=2)[CH2:9][CH:10]=[O:19])=[CH:4][CH:3]=1. The reactants are [F:1][C:2]1[CH:7]=[CH:6][C:5]([CH:8]([C:12]2[CH:17]=[CH:16][C:15]([F:18])=[CH:14][CH:13]=2)[CH2:9][CH:10]=C)=[CH:4][CH:3]=1.[O:19]=[O+][O-].C1(P(C2C=CC=CC=2)C2C=CC=CC=2)C=CC=CC=1. The yield is 1.00. (2) The reactants are [F:1][C:2]1[CH:7]=[CH:6][C:5]([CH2:8][N:9]2[CH2:29][CH2:28][C:12]3([O:17][CH2:16][CH2:15][N:14]([C:18]([C:20]4[N:21]=[C:22]([CH:25]([CH3:27])[CH3:26])[S:23][CH:24]=4)=[O:19])[CH2:13]3)[CH2:11][CH2:10]2)=[CH:4][C:3]=1[CH2:30]CC(N)=O.S(=O)(=O)(O)O. The catalyst is C(#N)C.O. The product is [CH2:8]([NH:9][CH2:10][CH2:30][C:3]1[CH:4]=[C:5]([CH2:8][N:9]2[CH2:10][CH2:11][C:12]3([O:17][CH2:16][CH2:15][N:14]([C:18]([C:20]4[N:21]=[C:22]([CH:25]([CH3:26])[CH3:27])[S:23][CH:24]=4)=[O:19])[CH2:13]3)[CH2:28][CH2:29]2)[CH:6]=[CH:7][C:2]=1[F:1])[C:5]1[CH:6]=[CH:7][CH:2]=[CH:3][CH:4]=1. The yield is 0.920. (3) The reactants are [C:1]([C:5]1[CH:13]=[C:12]2[C:8]([CH2:9][CH:10]([CH3:15])[C:11]2=[O:14])=[CH:7][C:6]=1[O:16][CH3:17])([CH3:4])([CH3:3])[CH3:2].ClCCl.[Br:21]Br.[O-]S([O-])=O.[Na+].[Na+]. The catalyst is [N+](CC)(CC)(CC)CC.[I-].O. The product is [Br:21][C:7]1[C:6]([O:16][CH3:17])=[C:5]([C:1]([CH3:2])([CH3:4])[CH3:3])[CH:13]=[C:12]2[C:8]=1[CH2:9][CH:10]([CH3:15])[C:11]2=[O:14]. The yield is 0.990. (4) The yield is 0.790. The product is [Cl:10][C:6]1[N:5]=[C:4]([CH2:3][C:13]2[C:12]([F:11])=[CH:20][C:19]([C:21]#[N:22])=[C:18]3[C:14]=2[C:15]([CH3:32])=[C:16]([CH3:31])[N:17]3[CH2:23][O:24][CH2:25][CH2:26][Si:27]([CH3:30])([CH3:29])[CH3:28])[CH:9]=[CH:8][CH:7]=1. The catalyst is C1COCC1.O.CCOC(C)=O.[Pd](Cl)Cl.C(P(C(C)(C)C)[C-]1C=CC=C1)(C)(C)C.[C-]1(P(C(C)(C)C)C(C)(C)C)C=CC=C1.[Fe+2]. The reactants are Cl.Br[CH2:3][C:4]1[CH:9]=[CH:8][CH:7]=[C:6]([Cl:10])[N:5]=1.[F:11][C:12]1[C:13](B2OC(C)(C)C(C)(C)O2)=[C:14]2[C:18](=[C:19]([C:21]#[N:22])[CH:20]=1)[N:17]([CH2:23][O:24][CH2:25][CH2:26][Si:27]([CH3:30])([CH3:29])[CH3:28])[C:16]([CH3:31])=[C:15]2[CH3:32].[O-]P([O-])([O-])=O.[K+].[K+].[K+].